From a dataset of NCI-60 drug combinations with 297,098 pairs across 59 cell lines. Regression. Given two drug SMILES strings and cell line genomic features, predict the synergy score measuring deviation from expected non-interaction effect. (1) Drug 1: CC12CCC(CC1=CCC3C2CCC4(C3CC=C4C5=CN=CC=C5)C)O. Drug 2: C1CCC(C(C1)N)N.C(=O)(C(=O)[O-])[O-].[Pt+4]. Cell line: SN12C. Synergy scores: CSS=4.68, Synergy_ZIP=-1.39, Synergy_Bliss=1.76, Synergy_Loewe=2.62, Synergy_HSA=2.62. (2) Drug 1: C1=C(C(=O)NC(=O)N1)N(CCCl)CCCl. Drug 2: C1=NC2=C(N1)C(=S)N=C(N2)N. Cell line: NCI-H226. Synergy scores: CSS=23.5, Synergy_ZIP=4.42, Synergy_Bliss=5.65, Synergy_Loewe=2.17, Synergy_HSA=6.93.